This data is from Catalyst prediction with 721,799 reactions and 888 catalyst types from USPTO. The task is: Predict which catalyst facilitates the given reaction. (1) Reactant: [NH2:1][C@H:2]1[C:7]([F:9])([F:8])[CH2:6][CH2:5][CH2:4][C@H:3]1[NH:10][C:11]1[N:12]=[C:13](Cl)[C:14]([C:17]#[N:18])=[N:15][CH:16]=1.[CH3:20][O:21][C:22]1[CH:27]=[CH:26][C:25]([NH2:28])=[CH:24][CH:23]=1.C([O-])([O-])=O.[K+].[K+].C1C=CC(P(C2C(C3C(P(C4C=CC=CC=4)C4C=CC=CC=4)=CC=C4C=3C=CC=C4)=C3C(C=CC=C3)=CC=2)C2C=CC=CC=2)=CC=1. Product: [NH2:1][C@H:2]1[C:7]([F:9])([F:8])[CH2:6][CH2:5][CH2:4][C@H:3]1[NH:10][C:11]1[N:12]=[C:13]([NH:28][C:25]2[CH:26]=[CH:27][C:22]([O:21][CH3:20])=[CH:23][CH:24]=2)[C:14]([C:17]#[N:18])=[N:15][CH:16]=1. The catalyst class is: 231. (2) Reactant: I[CH3:2].[H-].[Na+].[Br:5][C:6]1[CH:7]=[C:8]([C:23]([F:26])=[CH:24][CH:25]=1)[CH2:9][C@@H:10]([C:19]([O:21][CH3:22])=[O:20])[NH:11][C:12]([O:14][C:15]([CH3:18])([CH3:17])[CH3:16])=[O:13].O. Product: [Br:5][C:6]1[CH:7]=[C:8]([C:23]([F:26])=[CH:24][CH:25]=1)[CH2:9][C@@H:10]([C:19]([O:21][CH3:22])=[O:20])[N:11]([C:12]([O:14][C:15]([CH3:18])([CH3:17])[CH3:16])=[O:13])[CH3:2]. The catalyst class is: 54. (3) Reactant: [CH3:1][C:2]1[N:3]=[CH:4][S:5][CH:6]=1.[Li]CCCC.[CH3:12][C:13]1[CH:22]=[C:21]2[C:15](=[CH:16][CH:17]=[CH:18][CH:19]=[CH:20]2)[C:14]=1[CH:23]=[O:24].CCCCCC. Product: [CH3:12][C:13]1[CH:22]=[C:21]2[C:15](=[CH:16][CH:17]=[CH:18][CH:19]=[CH:20]2)[C:14]=1[CH:23]([C:4]1[S:5][CH:6]=[C:2]([CH3:1])[N:3]=1)[OH:24]. The catalyst class is: 30. (4) Reactant: [C:1]1([C:7]#[CH:8])[CH:6]=[CH:5][CH:4]=[CH:3][CH:2]=1.ClC1C=[C:15]([OH:17])C=CC=1O.[CH3:18][OH:19]. Product: [C:1]1([C:7]#[C:8][C:18]([O:17][CH3:15])=[O:19])[CH:6]=[CH:5][CH:4]=[CH:3][CH:2]=1. The catalyst class is: 167. (5) Reactant: [H-].[Na+].[CH2:3]([OH:12])[CH2:4][CH2:5][CH2:6][CH2:7][CH2:8][CH2:9][CH2:10][OH:11].[CH3:13][O:14][C:15]1[CH:20]=[CH:19][C:18]([CH2:21]Cl)=[CH:17][CH:16]=1.[Cl-].[NH4+]. Product: [CH3:13][O:14][C:15]1[CH:20]=[CH:19][C:18]([CH2:21][O:11][CH2:10][CH2:9][CH2:8][CH2:7][CH2:6][CH2:5][CH2:4][CH2:3][OH:12])=[CH:17][CH:16]=1. The catalyst class is: 3. (6) Reactant: [NH2:1][C:2]1[N:7]=[C:6]([C:8]([OH:10])=[O:9])[CH:5]=[CH:4][CH:3]=1.[C:11](Cl)(=O)C. Product: [NH2:1][C:2]1[N:7]=[C:6]([C:8]([O:10][CH3:11])=[O:9])[CH:5]=[CH:4][CH:3]=1. The catalyst class is: 5. (7) Reactant: Br[C:2]1[C:10]2[C:5](=[CH:6][N:7]=[C:8]([Cl:11])[CH:9]=2)[N:4]([C:12]([C:14]2[C:19]([C:20]([F:23])([F:22])[F:21])=[CH:18][CH:17]=[CH:16][C:15]=2[Cl:24])=[O:13])[CH:3]=1.[F:25][C:26]1[CH:31]=[C:30]([C:32]([O:34][CH3:35])=[O:33])[CH:29]=[CH:28][C:27]=1B(O)O.CC([O-])=O.[K+]. Product: [Cl:11][C:8]1[CH:9]=[C:10]2[C:2]([C:27]3[CH:28]=[CH:29][C:30]([C:32]([O:34][CH3:35])=[O:33])=[CH:31][C:26]=3[F:25])=[CH:3][N:4]([C:12](=[O:13])[C:14]3[C:19]([C:20]([F:23])([F:21])[F:22])=[CH:18][CH:17]=[CH:16][C:15]=3[Cl:24])[C:5]2=[CH:6][N:7]=1. The catalyst class is: 294. (8) Reactant: [N:1]1([C@H:7]2[CH2:10][C@H:9]([O:11][C:12]3[CH:17]=[CH:16][C:15]([C:18]4[S:19][C:20]5[CH:25]=[CH:24][N:23]=[CH:22][C:21]=5[N:26]=4)=[CH:14][CH:13]=3)[CH2:8]2)[CH2:6][CH2:5][CH2:4][CH2:3][CH2:2]1.C([BH-](CC)CC)C.[Li+].Cl.C(OCC)(=O)C. Product: [N:1]1([C@H:7]2[CH2:10][C@H:9]([O:11][C:12]3[CH:17]=[CH:16][C:15]([C:18]4[S:19][C:20]5[CH2:25][CH2:24][NH:23][CH2:22][C:21]=5[N:26]=4)=[CH:14][CH:13]=3)[CH2:8]2)[CH2:6][CH2:5][CH2:4][CH2:3][CH2:2]1. The catalyst class is: 7. (9) Reactant: [Cl:1][C:2]1[CH:3]=[C:4]2[C:9](=[CH:10][CH:11]=1)[NH:8][C:7](=[O:12])[C:6]([CH2:13][CH2:14][CH3:15])=[C:5]2[OH:16].[H-].[Na+].[CH:19]1([CH2:23]Br)[CH2:22][CH2:21][CH2:20]1. Product: [Cl:1][C:2]1[CH:3]=[C:4]2[C:9](=[CH:10][CH:11]=1)[NH:8][C:7](=[O:12])[C:6]([CH2:13][CH2:14][CH3:15])=[C:5]2[O:16][CH2:23][CH:19]1[CH2:22][CH2:21][CH2:20]1. The catalyst class is: 3.